Dataset: Full USPTO retrosynthesis dataset with 1.9M reactions from patents (1976-2016). Task: Predict the reactants needed to synthesize the given product. The reactants are: [CH:1]12[CH2:10][CH:5]3[CH2:6][CH:7]([CH2:9][CH:3]([CH2:4]3)[CH:2]1[NH:11][C:12]([C:14]1[CH:15]=[N:16][N:17]([CH3:20])[C:18]=1Cl)=[O:13])[CH2:8]2.[CH2:21]1[CH:25]([OH:26])[CH2:24][NH:23][CH2:22]1. Given the product [CH:1]12[CH2:10][CH:5]3[CH2:6][CH:7]([CH2:9][CH:3]([CH2:4]3)[CH:2]1[NH:11][C:12]([C:14]1[CH:15]=[N:16][N:17]([CH3:20])[C:18]=1[N:23]1[CH2:22][CH2:21][CH:25]([OH:26])[CH2:24]1)=[O:13])[CH2:8]2, predict the reactants needed to synthesize it.